This data is from Forward reaction prediction with 1.9M reactions from USPTO patents (1976-2016). The task is: Predict the product of the given reaction. (1) Given the reactants Br[C:2]1[CH:3]=[C:4]([C:8]2([C:18]3[CH:23]=[CH:22][N:21]=[C:20]([CH2:24][CH3:25])[CH:19]=3)[C:16]3[C:11](=[CH:12][CH:13]=[CH:14][CH:15]=3)[C:10]([NH2:17])=[N:9]2)[CH:5]=[CH:6][CH:7]=1.[F:26][C:27]1[C:32](B(O)O)=[CH:31][CH:30]=[CH:29][N:28]=1, predict the reaction product. The product is: [CH2:24]([C:20]1[CH:19]=[C:18]([C:8]2([C:4]3[CH:5]=[CH:6][CH:7]=[C:2]([C:32]4[C:27]([F:26])=[N:28][CH:29]=[CH:30][CH:31]=4)[CH:3]=3)[C:16]3[C:11](=[CH:12][CH:13]=[CH:14][CH:15]=3)[C:10]([NH2:17])=[N:9]2)[CH:23]=[CH:22][N:21]=1)[CH3:25]. (2) Given the reactants [Cl:1][C:2]1[CH:3]=[C:4]2[C:9](=[CH:10][CH:11]=1)[NH:8][C:7]([CH3:12])=[C:6]([C:13]([O:15][CH3:16])=[O:14])[C:5]2=O.N.O=P(Cl)(Cl)[Cl:21], predict the reaction product. The product is: [Cl:21][C:5]1[C:4]2[C:9](=[CH:10][CH:11]=[C:2]([Cl:1])[CH:3]=2)[N:8]=[C:7]([CH3:12])[C:6]=1[C:13]([O:15][CH3:16])=[O:14]. (3) The product is: [OH:1][C:2]1[CH:7]=[CH:6][CH:5]=[CH:4][C:3]=1[N:8]1[C:12]([CH3:13])=[C:11]([CH2:14][CH2:15][C:16]([OH:18])=[O:17])[C:10]([CH3:20])=[N:9]1. Given the reactants [OH:1][C:2]1[CH:7]=[CH:6][CH:5]=[CH:4][C:3]=1[N:8]1[C:12]([CH3:13])=[C:11]([CH2:14][CH2:15][C:16]([O:18]C)=[O:17])[C:10]([CH3:20])=[N:9]1.[OH-].[Na+].O.Cl, predict the reaction product. (4) Given the reactants [CH3:1][O:2][N:3]=[C:4]1[C:12]2[CH:11]=[CH:10]N=[N:8][C:7]=2[O:6][CH2:5]1.[Cl:13][C:14]1N=C2OCC(=O)C2=CC=1, predict the reaction product. The product is: [CH3:1][O:2][N:3]=[C:4]1[C:12]2[C:7](=[N:8][C:14]([Cl:13])=[CH:10][CH:11]=2)[O:6][CH2:5]1. (5) Given the reactants C([O:8][C:9]1[CH:10]=[C:11]2[C:15](=[CH:16][CH:17]=1)[N:14]([C:18]1[CH:23]=[CH:22][N:21]=[C:20]([NH:24][CH:25]3[CH2:30][CH2:29][CH:28]([OH:31])[CH2:27][CH2:26]3)[N:19]=1)[CH:13]=[CH:12]2)C1C=CC=CC=1, predict the reaction product. The product is: [OH:31][C@H:28]1[CH2:29][CH2:30][C@H:25]([NH:24][C:20]2[N:19]=[C:18]([N:14]3[C:15]4[C:11](=[CH:10][C:9]([OH:8])=[CH:17][CH:16]=4)[CH:12]=[CH:13]3)[CH:23]=[CH:22][N:21]=2)[CH2:26][CH2:27]1.